This data is from Full USPTO retrosynthesis dataset with 1.9M reactions from patents (1976-2016). The task is: Predict the reactants needed to synthesize the given product. (1) Given the product [CH3:34][N:35]([CH3:36])[S:20]([C:16]1[CH:17]=[CH:18][CH:19]=[C:14]([C:10]2[N:9]=[C:8]([C:6]3[CH:5]=[C:4]([C:24]4[CH:25]=[CH:26][C:27]([C:30]([F:33])([F:32])[F:31])=[CH:28][CH:29]=4)[CH:3]=[C:2]([CH3:1])[N:7]=3)[CH:13]=[CH:12][CH:11]=2)[CH:15]=1)(=[O:21])=[O:22], predict the reactants needed to synthesize it. The reactants are: [CH3:1][C:2]1[N:7]=[C:6]([C:8]2[CH:13]=[CH:12][CH:11]=[C:10]([C:14]3[CH:15]=[C:16]([S:20](Cl)(=[O:22])=[O:21])[CH:17]=[CH:18][CH:19]=3)[N:9]=2)[CH:5]=[C:4]([C:24]2[CH:29]=[CH:28][C:27]([C:30]([F:33])([F:32])[F:31])=[CH:26][CH:25]=2)[CH:3]=1.[CH3:34][NH:35][CH3:36]. (2) Given the product [Cl:1][C:2]1[CH:9]=[CH:8][C:5]([CH:6]2[N:14]([CH2:13][CH:10]3[CH2:12][CH2:11]3)[CH:16]=[N:15][C:17]2([C:22]2[CH:27]=[CH:26][CH:25]=[CH:24][CH:23]=2)[C:18]([O:20][CH3:21])=[O:19])=[CH:4][CH:3]=1, predict the reactants needed to synthesize it. The reactants are: [Cl:1][C:2]1[CH:9]=[CH:8][C:5]([CH:6]=O)=[CH:4][CH:3]=1.[CH:10]1([CH2:13][NH2:14])[CH2:12][CH2:11]1.[N+:15]([CH:17]([C:22]1[CH:27]=[CH:26][CH:25]=[CH:24][CH:23]=1)[C:18]([O:20][CH3:21])=[O:19])#[C-:16]. (3) Given the product [C:20]([O:19][C:17]([NH:24][CH:25]([CH3:26])[C:27]([NH:9][CH2:10][CH2:11][CH2:12][C:13]([OH:15])=[O:14])=[O:28])=[O:18])([CH3:23])([CH3:22])[CH3:21], predict the reactants needed to synthesize it. The reactants are: C(N(CC)CC)C.Cl.[NH2:9][CH2:10][CH2:11][CH2:12][C:13]([O:15]C)=[O:14].[C:17]([NH:24][C@H:25]([C:27](O)=[O:28])[CH3:26])([O:19][C:20]([CH3:23])([CH3:22])[CH3:21])=[O:18].Cl.C(N=C=N)C.ON1C2C=CC=CC=2N=N1.[Li+].[OH-].Cl. (4) Given the product [Cl:40][C:41]1[C:42]([NH:62][C:63]2[CH:67]=[C:66]([CH3:68])[NH:65][N:64]=2)=[N:43][C:44]([NH:47][C:48]2[C:49]([CH3:61])=[CH:50][C:51]([CH:55]3[CH2:60][CH2:59][N:58]([C:28](=[O:30])[CH:27]=[CH2:26])[CH2:57][CH2:56]3)=[C:52]([CH3:54])[CH:53]=2)=[N:45][CH:46]=1, predict the reactants needed to synthesize it. The reactants are: CN(C(ON1N=NC2C=CC=NC1=2)=[N+](C)C)C.F[P-](F)(F)(F)(F)F.Cl[CH2:26][CH2:27][C:28]([OH:30])=O.CCN(C(C)C)C(C)C.[Cl:40][C:41]1[C:42]([NH:62][C:63]2[CH:67]=[C:66]([CH3:68])[NH:65][N:64]=2)=[N:43][C:44]([NH:47][C:48]2[CH:53]=[C:52]([CH3:54])[C:51]([CH:55]3[CH2:60][CH2:59][NH:58][CH2:57][CH2:56]3)=[CH:50][C:49]=2[CH3:61])=[N:45][CH:46]=1. (5) Given the product [C:4]([C:3]1[C:6]([CH3:10])=[CH:7][CH:8]=[CH:9][C:2]=1[NH:1][C:20]([NH:19][C:11](=[O:18])[C:12]1[CH:13]=[CH:14][CH:15]=[CH:16][CH:17]=1)=[O:21])#[N:5], predict the reactants needed to synthesize it. The reactants are: [NH2:1][C:2]1[CH:9]=[CH:8][CH:7]=[C:6]([CH3:10])[C:3]=1[C:4]#[N:5].[C:11]([N:19]=[C:20]=[O:21])(=[O:18])[C:12]1[CH:17]=[CH:16][CH:15]=[CH:14][CH:13]=1. (6) Given the product [ClH:1].[ClH:1].[CH3:2][N:3]([CH2:5][C:6]1[S:10][C:9]([NH2:11])=[N:8][CH:7]=1)[CH3:4], predict the reactants needed to synthesize it. The reactants are: [ClH:1].[CH3:2][N:3]([CH2:5][C:6]1[S:10][C:9]([NH:11]C(=O)C)=[N:8][CH:7]=1)[CH3:4].Cl.